This data is from Forward reaction prediction with 1.9M reactions from USPTO patents (1976-2016). The task is: Predict the product of the given reaction. (1) Given the reactants N([O-])=O.[Na+].N[C:6]1[CH:7]=[CH:8][C:9]2[N:15]3[CH2:16][CH2:17][N:18]([CH2:20][C:21]4[CH:26]=[CH:25][CH:24]=[CH:23][CH:22]=4)[CH2:19][CH:14]3[CH2:13][NH:12][C:11](=[O:27])[C:10]=2[CH:28]=1.Cl, predict the reaction product. The product is: [CH2:20]([N:18]1[CH2:17][CH2:16][N:15]2[C:9]3[CH:8]=[CH:7][CH:6]=[CH:28][C:10]=3[C:11](=[O:27])[NH:12][CH2:13][CH:14]2[CH2:19]1)[C:21]1[CH:26]=[CH:25][CH:24]=[CH:23][CH:22]=1. (2) Given the reactants [C:1]([C:3]1[CH:4]=[N:5][C:6]2[C:11]([C:12]=1O)=[C:10]([O:14][CH:15]1[CH2:20][CH2:19][N:18]([CH3:21])[CH2:17][CH2:16]1)[CH:9]=[C:8]([O:22][CH3:23])[CH:7]=2)#[N:2].P(Cl)(Cl)([Cl:26])=O, predict the reaction product. The product is: [Cl:26][C:12]1[C:11]2[C:6](=[CH:7][C:8]([O:22][CH3:23])=[CH:9][C:10]=2[O:14][CH:15]2[CH2:20][CH2:19][N:18]([CH3:21])[CH2:17][CH2:16]2)[N:5]=[CH:4][C:3]=1[C:1]#[N:2]. (3) Given the reactants C(OC([N:8]1[CH2:13][CH2:12][CH2:11][C@@H:10]([NH:14][C:15]([C:17]2[C:25]3[C:20](=[N:21][CH:22]=[C:23]([C:26]4[C:34]5[C:29](=[CH:30][C:31]([Cl:35])=[CH:32][CH:33]=5)[N:28]([CH3:36])[N:27]=4)[N:24]=3)[N:19]([CH2:37][O:38][CH2:39][CH2:40][Si:41]([CH3:44])([CH3:43])[CH3:42])[CH:18]=2)=[O:16])[CH2:9]1)=O)(C)(C)C.C(Cl)(=O)C.C1COCC1, predict the reaction product. The product is: [NH:8]1[CH2:13][CH2:12][CH2:11][C@@H:10]([NH:14][C:15]([C:17]2[C:25]3[C:20](=[N:21][CH:22]=[C:23]([C:26]4[C:34]5[C:29](=[CH:30][C:31]([Cl:35])=[CH:32][CH:33]=5)[N:28]([CH3:36])[N:27]=4)[N:24]=3)[N:19]([CH2:37][O:38][CH2:39][CH2:40][Si:41]([CH3:44])([CH3:43])[CH3:42])[CH:18]=2)=[O:16])[CH2:9]1. (4) Given the reactants [Cl:1]N1C(=O)CCC1=O.[OH:9][CH2:10][CH:11]([CH2:24][OH:25])[CH2:12][CH2:13][N:14]1[CH:21]=[C:20]([CH:22]=[CH2:23])[C:18](=[O:19])[NH:17][C:15]1=[O:16].[N-:26]=[N+:27]=[N-:28].[Na+], predict the reaction product. The product is: [OH:9][CH2:10][CH:11]([CH2:24][OH:25])[CH2:12][CH2:13][N:14]1[CH:21]=[C:20]([CH:22]([N:26]=[N+:27]=[N-:28])[CH2:23][Cl:1])[C:18](=[O:19])[NH:17][C:15]1=[O:16]. (5) Given the reactants [Cl:1][C:2]1[CH:7]=[CH:6][CH:5]=[CH:4][C:3]=1[C@H:8]1[O:10][C@:9]1([CH2:19][N:20]1[C:24](=[S:25])[NH:23][CH:22]=[N:21]1)[C:11]1[CH:16]=[CH:15][C:14]([F:17])=[CH:13][C:12]=1[F:18].[CH2:26]([N:28](CC)CC)C.C(OCC)(=O)C, predict the reaction product. The product is: [Cl:1][C:2]1[CH:7]=[CH:6][CH:5]=[CH:4][C:3]=1[C@H:8]1[O:10][C@:9]1([CH2:19][N:20]1[C:24]([S:25][C:26]#[N:28])=[N:23][CH:22]=[N:21]1)[C:11]1[CH:16]=[CH:15][C:14]([F:17])=[CH:13][C:12]=1[F:18]. (6) Given the reactants [CH3:1][C:2]1[NH:3][C:4]2[C:9]([C:10]=1[CH2:11][C:12]1[CH:17]=[CH:16][C:15]([N+:18]([O-:20])=[O:19])=[CH:14][CH:13]=1)=[CH:8][CH:7]=[CH:6][CH:5]=2.C(=O)([O-])[O-].[Cs+].[Cs+].Br[CH2:28][C:29]([O:31][CH2:32][CH3:33])=[O:30], predict the reaction product. The product is: [CH3:1][C:2]1[N:3]([CH2:28][C:29]([O:31][CH2:32][CH3:33])=[O:30])[C:4]2[C:9]([C:10]=1[CH2:11][C:12]1[CH:17]=[CH:16][C:15]([N+:18]([O-:20])=[O:19])=[CH:14][CH:13]=1)=[CH:8][CH:7]=[CH:6][CH:5]=2.